Dataset: Peptide-MHC class I binding affinity with 185,985 pairs from IEDB/IMGT. Task: Regression. Given a peptide amino acid sequence and an MHC pseudo amino acid sequence, predict their binding affinity value. This is MHC class I binding data. (1) The peptide sequence is TSAAQIKVY. The MHC is SLA-10401 with pseudo-sequence SLA-10401. The binding affinity (normalized) is 0.0847. (2) The MHC is HLA-B08:01 with pseudo-sequence HLA-B08:01. The peptide sequence is YLKWRWLHF. The binding affinity (normalized) is 0.936. (3) The peptide sequence is ETPHLMGWDY. The MHC is HLA-A26:01 with pseudo-sequence HLA-A26:01. The binding affinity (normalized) is 0.853. (4) The peptide sequence is FMFDYIPPV. The MHC is HLA-E01:01 with pseudo-sequence HLA-E01:03. The binding affinity (normalized) is 0.0847. (5) The peptide sequence is ASARFSWLSL. The MHC is Patr-A0401 with pseudo-sequence Patr-A0401. The binding affinity (normalized) is 0.